This data is from Reaction yield outcomes from USPTO patents with 853,638 reactions. The task is: Predict the reaction yield, written as a fraction of the theoretical maximum amount of product (1.0 means a 100% yield; for example, 0.34 means a 34% yield). (1) The reactants are [N+:1]([C:4]1[CH:16]=[CH:15][C:14]2[C:13]3[C:8](=[CH:9][CH:10]=[CH:11][CH:12]=3)[CH2:7][C:6]=2[CH:5]=1)([O-:3])=[O:2].[OH-].[K+].[I-].[K+].O. The catalyst is CS(C)=O. The product is [CH2:16]([C:7]1([CH2:7][CH2:8][CH2:9][CH3:10])[C:6]2[CH:5]=[C:4]([N+:1]([O-:3])=[O:2])[CH:16]=[CH:15][C:14]=2[C:13]2[C:8]1=[CH:9][CH:10]=[CH:11][CH:12]=2)[CH2:4][CH2:5][CH3:6]. The yield is 0.795. (2) The reactants are [CH3:1][O:2][C:3]1[CH:4]=[C:5]2[C:10](=[CH:11][C:12]=1[O:13][CH3:14])[N:9]=[CH:8][N:7]=[C:6]2[S:15][C:16]1[CH:17]=[C:18]([CH:20]=[CH:21][CH:22]=1)[NH2:19].[C:23]([C:25]([C:28]1[CH:32]=[C:31]([NH:33][C:34](=O)[O:35]C2C=CC=CC=2)[N:30]([C:43]2[CH:48]=[CH:47][CH:46]=[CH:45][CH:44]=2)[N:29]=1)([CH3:27])[CH3:26])#[N:24]. The catalyst is C1COCC1.CN(C1C=CN=CC=1)C. The product is [C:23]([C:25]([C:28]1[CH:32]=[C:31]([NH:33][C:34]([NH:19][C:18]2[CH:20]=[CH:21][CH:22]=[C:16]([S:15][C:6]3[C:5]4[C:10](=[CH:11][C:12]([O:13][CH3:14])=[C:3]([O:2][CH3:1])[CH:4]=4)[N:9]=[CH:8][N:7]=3)[CH:17]=2)=[O:35])[N:30]([C:43]2[CH:48]=[CH:47][CH:46]=[CH:45][CH:44]=2)[N:29]=1)([CH3:27])[CH3:26])#[N:24]. The yield is 0.400. (3) The reactants are [Cl:1][C:2]1[CH:10]=[CH:9][C:8]([C:11]2[N:12]([C:22]([O:24][C:25]([CH3:28])([CH3:27])[CH3:26])=[O:23])[C:13]3[C:18]([CH:19]=2)=[CH:17][C:16]([CH:20]=O)=[CH:15][CH:14]=3)=[C:7]2[C:3]=1[CH2:4][NH:5][C:6]2=[O:29].[CH3:30][CH:31]1[CH2:36][CH2:35][NH:34][CH2:33][CH2:32]1.C(O)(=O)C.C(O[BH-](OC(=O)C)OC(=O)C)(=O)C.[Na+].C(=O)([O-])O.[Na+]. The catalyst is C(#N)C.O. The product is [Cl:1][C:2]1[CH:10]=[CH:9][C:8]([C:11]2[N:12]([C:22]([O:24][C:25]([CH3:27])([CH3:26])[CH3:28])=[O:23])[C:13]3[C:18]([CH:19]=2)=[CH:17][C:16]([CH2:20][N:34]2[CH2:35][CH2:36][CH:31]([CH3:30])[CH2:32][CH2:33]2)=[CH:15][CH:14]=3)=[C:7]2[C:3]=1[CH2:4][NH:5][C:6]2=[O:29]. The yield is 0.510. (4) The catalyst is C1COCC1. The reactants are [NH2:1][C:2]1[C:17]([F:18])=[CH:16][C:5]([O:6][C:7]2[CH:12]=[CH:11][N:10]=[C:9]([C:13]([NH2:15])=[O:14])[CH:8]=2)=[C:4]([F:19])[CH:3]=1.C(N(C(C)C)CC)(C)C.COC1C=CC(CNC2N=CN=C(OC3C=CC(N[C:51]([NH:53][C:54](=[O:63])[CH2:55][C:56]4[CH:61]=[CH:60][C:59]([F:62])=[CH:58][CH:57]=4)=[O:52])=CC=3F)C=2)=CC=1.FC1C=CC(CC(N=C=O)=O)=CC=1. The product is [C:13]([C:9]1[CH:8]=[C:7]([O:6][C:5]2[C:4]([F:19])=[CH:3][C:2]([NH:1][C:51]([NH:53][C:54](=[O:63])[CH2:55][C:56]3[CH:61]=[CH:60][C:59]([F:62])=[CH:58][CH:57]=3)=[O:52])=[C:17]([F:18])[CH:16]=2)[CH:12]=[CH:11][N:10]=1)(=[O:14])[NH2:15]. The yield is 0.910.